From a dataset of Peptide-MHC class II binding affinity with 134,281 pairs from IEDB. Regression. Given a peptide amino acid sequence and an MHC pseudo amino acid sequence, predict their binding affinity value. This is MHC class II binding data. The peptide sequence is SAQNISGAGWSGMAE. The MHC is DRB1_0901 with pseudo-sequence DRB1_0901. The binding affinity (normalized) is 0.256.